Dataset: NCI-60 drug combinations with 297,098 pairs across 59 cell lines. Task: Regression. Given two drug SMILES strings and cell line genomic features, predict the synergy score measuring deviation from expected non-interaction effect. (1) Drug 1: CC12CCC(CC1=CCC3C2CCC4(C3CC=C4C5=CN=CC=C5)C)O. Drug 2: COC1=CC(=CC(=C1O)OC)C2C3C(COC3=O)C(C4=CC5=C(C=C24)OCO5)OC6C(C(C7C(O6)COC(O7)C8=CC=CS8)O)O. Cell line: LOX IMVI. Synergy scores: CSS=37.3, Synergy_ZIP=-5.32, Synergy_Bliss=-6.22, Synergy_Loewe=-3.08, Synergy_HSA=-0.453. (2) Drug 1: CCCCC(=O)OCC(=O)C1(CC(C2=C(C1)C(=C3C(=C2O)C(=O)C4=C(C3=O)C=CC=C4OC)O)OC5CC(C(C(O5)C)O)NC(=O)C(F)(F)F)O. Drug 2: CC1CCC2CC(C(=CC=CC=CC(CC(C(=O)C(C(C(=CC(C(=O)CC(OC(=O)C3CCCCN3C(=O)C(=O)C1(O2)O)C(C)CC4CCC(C(C4)OC)O)C)C)O)OC)C)C)C)OC. Cell line: HCT116. Synergy scores: CSS=63.2, Synergy_ZIP=-1.50, Synergy_Bliss=-1.24, Synergy_Loewe=-0.797, Synergy_HSA=-0.671. (3) Cell line: DU-145. Drug 1: CS(=O)(=O)CCNCC1=CC=C(O1)C2=CC3=C(C=C2)N=CN=C3NC4=CC(=C(C=C4)OCC5=CC(=CC=C5)F)Cl. Synergy scores: CSS=41.1, Synergy_ZIP=-3.21, Synergy_Bliss=-5.44, Synergy_Loewe=-12.3, Synergy_HSA=-3.80. Drug 2: CCCCC(=O)OCC(=O)C1(CC(C2=C(C1)C(=C3C(=C2O)C(=O)C4=C(C3=O)C=CC=C4OC)O)OC5CC(C(C(O5)C)O)NC(=O)C(F)(F)F)O. (4) Drug 1: C1=CC=C(C=C1)NC(=O)CCCCCCC(=O)NO. Drug 2: C1CN1C2=NC(=NC(=N2)N3CC3)N4CC4. Cell line: HOP-62. Synergy scores: CSS=45.5, Synergy_ZIP=1.48, Synergy_Bliss=5.37, Synergy_Loewe=-9.06, Synergy_HSA=5.82. (5) Synergy scores: CSS=52.6, Synergy_ZIP=1.41, Synergy_Bliss=1.37, Synergy_Loewe=2.98, Synergy_HSA=6.64. Drug 1: CC1C(C(CC(O1)OC2CC(CC3=C2C(=C4C(=C3O)C(=O)C5=C(C4=O)C(=CC=C5)OC)O)(C(=O)C)O)N)O.Cl. Drug 2: C1C(C(OC1N2C=C(C(=O)NC2=O)F)CO)O. Cell line: HT29.